This data is from Peptide-MHC class I binding affinity with 185,985 pairs from IEDB/IMGT. The task is: Regression. Given a peptide amino acid sequence and an MHC pseudo amino acid sequence, predict their binding affinity value. This is MHC class I binding data. (1) The peptide sequence is ATQFNFNGHT. The MHC is HLA-A02:03 with pseudo-sequence HLA-A02:03. The binding affinity (normalized) is 0.136. (2) The peptide sequence is ATICLKNEGV. The MHC is HLA-A02:06 with pseudo-sequence HLA-A02:06. The binding affinity (normalized) is 0.654. (3) The peptide sequence is VLGAAIWWV. The MHC is HLA-A02:01 with pseudo-sequence HLA-A02:01. The binding affinity (normalized) is 0.603. (4) The peptide sequence is LLPIFFCLWV. The MHC is HLA-A02:02 with pseudo-sequence HLA-A02:02. The binding affinity (normalized) is 0.582. (5) The peptide sequence is DDFQLIPMI. The MHC is Mamu-A11 with pseudo-sequence Mamu-A11. The binding affinity (normalized) is 0.592. (6) The peptide sequence is ELIRRVRRY. The MHC is HLA-B15:09 with pseudo-sequence HLA-B15:09. The binding affinity (normalized) is 0.0847.